From a dataset of Cav3 T-type calcium channel HTS with 100,875 compounds. Binary Classification. Given a drug SMILES string, predict its activity (active/inactive) in a high-throughput screening assay against a specified biological target. (1) The result is 0 (inactive). The drug is S(=O)(=O)(Nc1c(cccc1)C)c1ccc(N2CCCC2=O)cc1. (2) The molecule is o1c(CN(CCCC)CC)ccc1CNC(=O)Nc1ccccc1. The result is 0 (inactive).